From a dataset of Reaction yield outcomes from USPTO patents with 853,638 reactions. Predict the reaction yield, written as a fraction of the theoretical maximum amount of product (1.0 means a 100% yield; for example, 0.34 means a 34% yield). (1) The reactants are [CH3:1][NH:2][CH2:3][CH2:4][C:5]#[C:6][C:7]1[CH:12]=[CH:11][CH:10]=[CH:9][N:8]=1.[Cl:13][C:14]1[CH:22]=[CH:21][CH:20]=[C:19]([Cl:23])[C:15]=1[C:16](Cl)=[O:17]. No catalyst specified. The product is [Cl:13][C:14]1[CH:22]=[CH:21][CH:20]=[C:19]([Cl:23])[C:15]=1[C:16]([N:2]([CH3:1])[CH2:3][CH2:4][C:5]#[C:6][C:7]1[CH:12]=[CH:11][CH:10]=[CH:9][N:8]=1)=[O:17]. The yield is 0.450. (2) The reactants are [Cl:1][C:2]1[C:7]([N+:8]([O-:10])=[O:9])=[C:6](Cl)[N:5]=[CH:4][N:3]=1.[CH3:12][O:13][C:14]1[CH:19]=[CH:18][C:17]([OH:20])=[CH:16][CH:15]=1.C(N(CC)CC)C. The catalyst is CC(O)C. The product is [Cl:1][C:2]1[C:7]([N+:8]([O-:10])=[O:9])=[C:6]([O:20][C:17]2[CH:18]=[CH:19][C:14]([O:13][CH3:12])=[CH:15][CH:16]=2)[N:5]=[CH:4][N:3]=1. The yield is 1.00. (3) The reactants are C1[O:9][C:8]2[CH:7]=[CH:6][C:5]([C:10]([C:12]([C:14]3[CH:19]=[CH:18][C:17]4[O:20]C[O:22][C:16]=4[CH:15]=3)=[O:13])=[O:11])=[CH:4][C:3]=2[O:2]1.B(Br)(Br)Br.CO. The catalyst is C(Cl)Cl. The product is [OH:2][C:3]1[CH:4]=[C:5]([C:10]([C:12]([C:14]2[CH:19]=[CH:18][C:17]([OH:20])=[C:16]([OH:22])[CH:15]=2)=[O:13])=[O:11])[CH:6]=[CH:7][C:8]=1[OH:9]. The yield is 0.470. (4) The reactants are [OH:1][C:2]1[CH:9]=[CH:8][C:7]([N+:10]([O-:12])=[O:11])=[CH:6][C:3]=1[CH:4]=[O:5].[BH4-].[Na+].Cl. The catalyst is [OH-].[Na+].CO. The product is [OH:5][CH2:4][C:3]1[CH:6]=[C:7]([N+:10]([O-:12])=[O:11])[CH:8]=[CH:9][C:2]=1[OH:1]. The yield is 1.00. (5) The reactants are [F:1][C:2]([F:21])([F:20])[C:3]1[CH:4]=[C:5]([CH:17]=[CH:18][CH:19]=1)[O:6][CH2:7][C:8]1[CH:13]=[CH:12][N:11]=[C:10]([C:14]([OH:16])=O)[CH:9]=1.[NH2:22][C:23]1[CH:24]=[N:25][N:26]([C:28]([O:30][C:31]([CH3:34])([CH3:33])[CH3:32])=[O:29])[CH:27]=1.C(N(CC)CC)C.O. The catalyst is CN(C)C=O. The product is [F:20][C:2]([F:1])([F:21])[C:3]1[CH:4]=[C:5]([CH:17]=[CH:18][CH:19]=1)[O:6][CH2:7][C:8]1[CH:13]=[CH:12][N:11]=[C:10]([C:14]([NH:22][C:23]2[CH:24]=[N:25][N:26]([C:28]([O:30][C:31]([CH3:34])([CH3:33])[CH3:32])=[O:29])[CH:27]=2)=[O:16])[CH:9]=1. The yield is 0.810. (6) The reactants are [N:1]1[CH:6]=[CH:5][CH:4]=[CH:3][C:2]=1[CH2:7][CH2:8][OH:9].CS(Cl)(=O)=O.[NH2:15][C:16]1[C:23](O)=[CH:22][C:21]([S:25]([CH:28]([CH3:30])[CH3:29])(=[O:27])=[O:26])=[CH:20][C:17]=1[C:18]#[N:19].C(=O)([O-])[O-].[K+].[K+]. The catalyst is O.CN(C)C=O.O1CCCC1.C(N(CC)CC)C. The product is [NH2:15][C:16]1[C:23]([O:9][CH2:8][CH2:7][C:2]2[CH:3]=[CH:4][CH:5]=[CH:6][N:1]=2)=[CH:22][C:21]([S:25]([CH:28]([CH3:30])[CH3:29])(=[O:27])=[O:26])=[CH:20][C:17]=1[C:18]#[N:19]. The yield is 0.520. (7) The reactants are C([O:5][C:6](=[O:38])[C:7]([S:10][C:11]1[CH:20]=[CH:19][C:18]2[CH2:17][CH:16]([N:21]([CH2:36][CH3:37])[C:22]([NH:24][C:25]3[CH:30]=[CH:29][C:28]([O:31][C:32]([F:35])([F:34])[F:33])=[CH:27][CH:26]=3)=[O:23])[CH2:15][CH2:14][C:13]=2[CH:12]=1)([CH3:9])[CH3:8])(C)(C)C.C(O)(C(F)(F)F)=O. The catalyst is C(Cl)Cl. The product is [CH2:36]([N:21]([CH:16]1[CH2:15][CH2:14][C:13]2[CH:12]=[C:11]([S:10][C:7]([CH3:8])([CH3:9])[C:6]([OH:38])=[O:5])[CH:20]=[CH:19][C:18]=2[CH2:17]1)[C:22]([NH:24][C:25]1[CH:26]=[CH:27][C:28]([O:31][C:32]([F:35])([F:33])[F:34])=[CH:29][CH:30]=1)=[O:23])[CH3:37]. The yield is 0.430. (8) The reactants are [C:1]([NH:9][C@H:10]1[CH2:14][CH2:13][N:12]([C:15]2[CH:23]=[CH:22][C:18]([C:19]([OH:21])=O)=[CH:17][CH:16]=2)[CH2:11]1)(=[O:8])[C:2]1[CH:7]=[CH:6][CH:5]=[N:4][CH:3]=1.[C:24]1([NH2:31])[CH:29]=[CH:28][CH:27]=[CH:26][C:25]=1[NH2:30].C(Cl)CCl.C1C=CC2N(O)N=NC=2C=1.CCN(CC)CC. The catalyst is C(#N)C. The product is [NH2:30][C:25]1[CH:26]=[CH:27][CH:28]=[CH:29][C:24]=1[NH:31][C:19]([C:18]1[CH:17]=[CH:16][C:15]([N:12]2[CH2:13][CH2:14][C@H:10]([NH:9][C:1](=[O:8])[C:2]3[CH:7]=[CH:6][CH:5]=[N:4][CH:3]=3)[CH2:11]2)=[CH:23][CH:22]=1)=[O:21]. The yield is 0.160. (9) The reactants are [CH3:1][C:2]1[N:7]=[C:6]([CH3:8])[CH:5]=[C:4]([OH:9])[N:3]=1.[Cl:10][C:11]1[CH:12]=[C:13]([CH:16]=[CH:17][CH:18]=1)[CH:14]=O. The catalyst is C(OC(=O)C)(=O)C. The product is [Cl:10][C:11]1[CH:12]=[C:13](/[CH:14]=[CH:1]/[C:2]2[N:3]=[C:4]([OH:9])[CH:5]=[C:6]([CH3:8])[N:7]=2)[CH:16]=[CH:17][CH:18]=1. The yield is 0.780. (10) The product is [CH3:1][N:2]([CH3:20])[C:3]([C:5]1[N:14]([CH:15]2[CH2:19][CH2:18][CH2:17][CH2:16]2)[C:8]2[N:9]=[C:10]([NH:39][C:36]3[N:35]=[CH:34][C:33]([N:30]4[CH2:29][CH2:28][CH:27]([N:46]([CH3:47])[CH3:45])[CH2:32][CH2:31]4)=[CH:38][CH:37]=3)[N:11]=[CH:12][C:7]=2[CH:6]=1)=[O:4]. The catalyst is C1COCC1. The reactants are [CH3:1][N:2]([CH3:20])[C:3]([C:5]1[N:14]([CH:15]2[CH2:19][CH2:18][CH2:17][CH2:16]2)[C:8]2[N:9]=[C:10](Cl)[N:11]=[CH:12][C:7]=2[CH:6]=1)=[O:4].C([Si](C)(C)O[CH:27]1[CH2:32][CH2:31][N:30]([C:33]2[CH:34]=[N:35][C:36]([NH2:39])=[CH:37][CH:38]=2)[CH2:29][CH2:28]1)(C)(C)C.CCC[CH2:45][N+:46](CCCC)(CCCC)[CH2:47]CCC.[F-]. The yield is 0.610.